From a dataset of Forward reaction prediction with 1.9M reactions from USPTO patents (1976-2016). Predict the product of the given reaction. (1) Given the reactants Cl[C:2]1[N:7]=[C:6]([O:8][CH3:9])[C:5]([C:10]#[N:11])=[CH:4][N:3]=1.Cl.[NH2:13][C@@H:14]([C:16]1[C:17](=[O:28])[NH:18][C:19]2[C:24]([CH:25]=1)=[CH:23][C:22]([Cl:26])=[C:21]([F:27])[CH:20]=2)[CH3:15].CCN(C(C)C)C(C)C, predict the reaction product. The product is: [Cl:26][C:22]1[CH:23]=[C:24]2[C:19](=[CH:20][C:21]=1[F:27])[NH:18][C:17](=[O:28])[C:16]([C@H:14]([NH:13][C:2]1[N:7]=[C:6]([O:8][CH3:9])[C:5]([C:10]#[N:11])=[CH:4][N:3]=1)[CH3:15])=[CH:25]2. (2) Given the reactants C1(=O)N([CH:6]([CH2:10][CH2:11][CH2:12][CH2:13][CH2:14][CH2:15][CH2:16][CH2:17][CH2:18][S:19][S:20][CH2:21][CH2:22][CH2:23][CH2:24][CH2:25][CH2:26][CH2:27][CH2:28][CH2:29][CH:30](N2C(=O)CCC2=O)[C:31]([O-:33])=[O:32])[C:7]([O-:9])=[O:8])C(=O)CC1.S([O-])([O-])(=O)=S.[Na+].[Na+].BrCCCCCCCCCCC(O)=O.II.S(S([O-])=O)([O-])(=O)=O.[Na+].[Na+], predict the reaction product. The product is: [C:7]([OH:9])(=[O:8])[CH2:6][CH2:10][CH2:11][CH2:12][CH2:13][CH2:14][CH2:15][CH2:16][CH2:17][CH2:18][S:19][S:20][CH2:21][CH2:22][CH2:23][CH2:24][CH2:25][CH2:26][CH2:27][CH2:28][CH2:29][CH2:30][C:31]([OH:33])=[O:32]. (3) Given the reactants [CH3:1][S:2]([O:5][CH2:6][C@@H:7]1[C@@H:11]([CH2:12][O:13][S:14]([CH3:17])(=[O:16])=[O:15])[O:10][CH:9]([C:18]2[CH:23]=[CH:22][CH:21]=[CH:20][CH:19]=2)[O:8]1)(=[O:4])=[O:3].[BH4-].[Na+].Cl.C(OCC)(=O)C.C(=O)([O-])O.[Na+], predict the reaction product. The product is: [CH2:9]([O:10][C@H:11]([CH2:12][O:13][S:14]([CH3:17])(=[O:15])=[O:16])[C@H:7]([OH:8])[CH2:6][O:5][S:2]([CH3:1])(=[O:3])=[O:4])[C:18]1[CH:23]=[CH:22][CH:21]=[CH:20][CH:19]=1. (4) Given the reactants [F:1][C:2]([F:14])([F:13])[C:3]1[CH:12]=[CH:11][C:6]([CH2:7][N:8]=[C:9]=[O:10])=[CH:5][CH:4]=1.[CH3:15][N:16]1[C:24]2[CH:23]=[CH:22][CH:21]=[C:20]([NH2:25])[C:19]=2[CH:18]=[N:17]1, predict the reaction product. The product is: [CH3:15][N:16]1[C:24]2[C:19](=[C:20]([NH:25][C:9]([NH:8][CH2:7][C:6]3[CH:11]=[CH:12][C:3]([C:2]([F:13])([F:14])[F:1])=[CH:4][CH:5]=3)=[O:10])[CH:21]=[CH:22][CH:23]=2)[CH:18]=[N:17]1. (5) Given the reactants [Cl:1][C:2]1[C:3](=[O:14])O[C:5](=[O:13])[C:6]=1[C:7]1[CH:12]=[CH:11][CH:10]=[CH:9][CH:8]=1.[NH2:15][CH2:16][CH2:17][CH2:18][O:19][CH3:20], predict the reaction product. The product is: [Cl:1][C:2]1[C:3](=[O:14])[N:15]([CH2:16][CH2:17][CH2:18][O:19][CH3:20])[C:5](=[O:13])[C:6]=1[C:7]1[CH:8]=[CH:9][CH:10]=[CH:11][CH:12]=1. (6) Given the reactants FC1C(O[C:9](=[O:24])[C:10]2[CH:15]=[CH:14][CH:13]=[CH:12][C:11]=2[NH:16][CH2:17][C:18]2[CH:23]=[CH:22][N:21]=[CH:20][CH:19]=2)=C(F)C(F)=C(F)C=1F.[CH2:29]([C:32]1[CH:36]=[C:35]([CH2:37][O:38][NH2:39])[O:34][N:33]=1)[CH2:30][CH3:31], predict the reaction product. The product is: [CH2:29]([C:32]1[CH:36]=[C:35]([CH2:37][O:38][NH:39][C:9](=[O:24])[C:10]2[CH:15]=[CH:14][CH:13]=[CH:12][C:11]=2[NH:16][CH2:17][C:18]2[CH:19]=[CH:20][N:21]=[CH:22][CH:23]=2)[O:34][N:33]=1)[CH2:30][CH3:31]. (7) Given the reactants [N:1]1([CH2:7][CH2:8][CH2:9][O:10][C:11]2[CH:18]=[CH:17][C:14]([CH:15]=O)=[CH:13][CH:12]=2)[CH2:6][CH2:5][CH2:4][CH2:3][CH2:2]1.[CH3:19][NH:20][CH2:21][CH2:22][C:23]1[CH:28]=[CH:27][CH:26]=[CH:25][CH:24]=1.C(O[BH-](OC(=O)C)OC(=O)C)(=O)C.[Na+].[OH-].[Na+].[CH2:45]([Cl:47])[Cl:46], predict the reaction product. The product is: [NH3:1].[CH2:45]([Cl:47])[Cl:46].[CH3:19][N:20]([CH2:21][CH2:22][C:23]1[CH:28]=[CH:27][CH:26]=[CH:25][CH:24]=1)[CH2:15][C:14]1[CH:17]=[CH:18][C:11]([O:10][CH2:9][CH2:8][CH2:7][N:1]2[CH2:6][CH2:5][CH2:4][CH2:3][CH2:2]2)=[CH:12][CH:13]=1.